The task is: Predict which catalyst facilitates the given reaction.. This data is from Catalyst prediction with 721,799 reactions and 888 catalyst types from USPTO. (1) Reactant: [C:1]([O:6][CH3:7])(=[O:5])[CH2:2][CH:3]=[CH2:4].C(=O)([O-])[O-].[K+].[K+].Br[C:15]1[CH:22]=[CH:21][CH:20]=[CH:19][C:16]=1[CH2:17][OH:18].CN(C)C=O. Product: [CH3:7][O:6][C:1](=[O:5])[CH2:2][CH2:3][CH2:4][C:15]1[CH:22]=[CH:21][CH:20]=[CH:19][C:16]=1[CH2:17][OH:18]. The catalyst class is: 1. (2) Reactant: [N:1]12[CH2:8][CH2:7][CH:4]([CH2:5][CH2:6]1)[C@@H:3]([O:9][C:10](=[O:37])[CH:11]([NH:26]C(OCC1C=CC=CC=1)=O)[C:12]1[CH:17]=[CH:16][CH:15]=[C:14]([O:18]CC3C=CC=CC=3)[CH:13]=1)[CH2:2]2.C([O-])=O.[NH4+]. Product: [N:1]12[CH2:6][CH2:5][CH:4]([CH2:7][CH2:8]1)[C@@H:3]([O:9][C:10](=[O:37])[CH:11]([NH2:26])[C:12]1[CH:17]=[CH:16][CH:15]=[C:14]([OH:18])[CH:13]=1)[CH2:2]2. The catalyst class is: 78. (3) The catalyst class is: 171. Reactant: [N+:1]([C:4]1[CH:5]=[CH:6][C:7]2[N:13]([CH3:14])[C:12](=[O:15])[O:11][CH2:10][CH2:9][C:8]=2[CH:16]=1)([O-])=O. Product: [NH2:1][C:4]1[CH:5]=[CH:6][C:7]2[N:13]([CH3:14])[C:12](=[O:15])[O:11][CH2:10][CH2:9][C:8]=2[CH:16]=1. (4) Reactant: [OH:1]O.[CH2:3]([C:5]1[CH:10]=[CH:9][CH:8]=[CH:7][N:6]=1)[CH3:4].O. Product: [CH2:3]([C:5]1[CH:10]=[CH:9][CH:8]=[CH:7][N+:6]=1[O-:1])[CH3:4]. The catalyst class is: 15. (5) Reactant: [OH-].[Na+].[OH:3][C@H:4]([C:32]1[CH:37]=[CH:36][C:35]([OH:38])=[CH:34][CH:33]=1)[C@@H:5]([NH:7][CH2:8][CH2:9][O:10][C:11]1[CH:16]=[C:15]([CH3:17])[C:14]([C:18]2[CH:23]=[CH:22][C:21]([O:24][CH2:25][C:26]([O:28]CC)=[O:27])=[CH:20][CH:19]=2)=[C:13]([CH3:31])[CH:12]=1)[CH3:6].O.Cl. Product: [OH:3][C@H:4]([C:32]1[CH:37]=[CH:36][C:35]([OH:38])=[CH:34][CH:33]=1)[C@@H:5]([NH:7][CH2:8][CH2:9][O:10][C:11]1[CH:16]=[C:15]([CH3:17])[C:14]([C:18]2[CH:23]=[CH:22][C:21]([O:24][CH2:25][C:26]([OH:28])=[O:27])=[CH:20][CH:19]=2)=[C:13]([CH3:31])[CH:12]=1)[CH3:6]. The catalyst class is: 12.